This data is from Full USPTO retrosynthesis dataset with 1.9M reactions from patents (1976-2016). The task is: Predict the reactants needed to synthesize the given product. Given the product [CH3:9][C:8]([C:7](=[O:10])[CH3:6])=[CH:2][C:1]([OH:5])=[O:4], predict the reactants needed to synthesize it. The reactants are: [C:1]([OH:5])(=[O:4])[CH:2]=O.[CH3:6][C:7](=[O:10])[CH2:8][CH3:9].